From a dataset of Reaction yield outcomes from USPTO patents with 853,638 reactions. Predict the reaction yield, written as a fraction of the theoretical maximum amount of product (1.0 means a 100% yield; for example, 0.34 means a 34% yield). (1) The reactants are [NH2:1][C:2]1[C:7]([NH2:8])=[C:6]([C:9]2[CH:14]=[CH:13][C:12]([CH2:15][NH:16]C(=O)OC(C)(C)C)=[C:11]([F:24])[CH:10]=2)[CH:5]=[CH:4][N:3]=1.[CH3:25][N:26]1[CH2:31][CH2:30][N:29]([CH2:32][C:33]2[CH:34]=[CH:35][C:36]([CH:39]=O)=[N:37][CH:38]=2)[CH2:28][CH2:27]1. No catalyst specified. The product is [F:24][C:11]1[CH:10]=[C:9]([C:6]2[CH:5]=[CH:4][N:3]=[C:2]3[NH:1][C:39]([C:36]4[CH:35]=[CH:34][C:33]([CH2:32][N:29]5[CH2:28][CH2:27][N:26]([CH3:25])[CH2:31][CH2:30]5)=[CH:38][N:37]=4)=[N:8][C:7]=23)[CH:14]=[CH:13][C:12]=1[CH2:15][NH2:16]. The yield is 0.380. (2) The reactants are [F:1][C:2]([F:11])([F:10])[C:3]1[CH:9]=[CH:8][C:6]([NH2:7])=[CH:5][CH:4]=1.Cl[CH2:13][CH2:14][N:15]=[C:16]=[O:17].C(=O)([O-])[O-].[K+].[K+].CC([O-])(C)C.[K+].Cl. The catalyst is C1COCC1. The product is [F:1][C:2]([F:10])([F:11])[C:3]1[CH:9]=[CH:8][C:6]([N:7]2[CH2:13][CH2:14][NH:15][C:16]2=[O:17])=[CH:5][CH:4]=1. The yield is 0.790. (3) The reactants are C(OC([N:8]1[CH:12]2[CH2:13][CH2:14][CH:9]1[CH:10]([C:15]1[CH:16]=[N:17][C:18]([F:31])=[C:19]([C:21]3[CH:26]=[CH:25][C:24]([S:27]([CH3:30])(=[O:29])=[O:28])=[CH:23][CH:22]=3)[CH:20]=1)[CH2:11]2)=O)(C)(C)C.C(O)(C(F)(F)F)=O.[NH4+].[OH-]. The catalyst is C(Cl)Cl.O. The product is [CH3:30][S:27]([C:24]1[CH:23]=[CH:22][C:21]([C:19]2[CH:20]=[C:15]([CH:10]3[CH2:11][CH:12]4[NH:8][CH:9]3[CH2:14][CH2:13]4)[CH:16]=[N:17][C:18]=2[F:31])=[CH:26][CH:25]=1)(=[O:28])=[O:29]. The yield is 0.990. (4) The reactants are [C:1]1([S:7]([N:10]2[C:14]3[CH:15]=[N:16][C:17]([C:26]#[N:27])=[C:18]([O:19][CH:20]4[CH2:25][CH2:24][NH:23][CH2:22][CH2:21]4)[C:13]=3[C:12]3[CH:28]=[C:29]([Br:32])[CH:30]=[N:31][C:11]2=3)(=[O:9])=[O:8])[CH:6]=[CH:5][CH:4]=[CH:3][CH:2]=1.[CH2:33](I)[CH3:34]. The catalyst is C(#N)C. The product is [C:1]1([S:7]([N:10]2[C:14]3[CH:15]=[N:16][C:17]([C:26]#[N:27])=[C:18]([O:19][CH:20]4[CH2:25][CH2:24][N:23]([CH2:33][CH3:34])[CH2:22][CH2:21]4)[C:13]=3[C:12]3[CH:28]=[C:29]([Br:32])[CH:30]=[N:31][C:11]2=3)(=[O:8])=[O:9])[CH:2]=[CH:3][CH:4]=[CH:5][CH:6]=1. The yield is 0.600. (5) The reactants are [Br:1][C:2]1[CH:3]=[C:4]2[C:9](=[CH:10][CH:11]=1)[N:8]=[C:7](Cl)[N:6]=[CH:5]2.[NH2:13][CH:14]([CH2:16][CH2:17][CH2:18][N:19]([CH2:22][CH3:23])[CH2:20][CH3:21])[CH3:15].[OH-].[Na+]. The catalyst is CN1C(=O)CCC1. The product is [Br:1][C:2]1[CH:3]=[C:4]2[C:9](=[CH:10][CH:11]=1)[N:8]=[C:7]([NH:13][CH:14]([CH2:16][CH2:17][CH2:18][N:19]([CH2:22][CH3:23])[CH2:20][CH3:21])[CH3:15])[N:6]=[CH:5]2. The yield is 0.850. (6) The reactants are [C:1]([O:5][C:6]([NH:8][C:9]1([CH2:12][C:13]([OH:15])=O)[CH2:11][CH2:10]1)=[O:7])([CH3:4])([CH3:3])[CH3:2].[CH2:16]([O:23][N:24]1[C:30](=[O:31])[N:29]2[CH2:32][C@H:25]1[CH2:26][CH2:27][C@H:28]2[C:33]([NH:35][NH2:36])=[O:34])[C:17]1[CH:22]=[CH:21][CH:20]=[CH:19][CH:18]=1.CCN(C(C)C)C(C)C.CN(C(ON1N=NC2C=CC=NC1=2)=[N+](C)C)C.F[P-](F)(F)(F)(F)F. The catalyst is CN(C=O)C. The product is [CH2:16]([O:23][N:24]1[C:30](=[O:31])[N:29]2[CH2:32][C@H:25]1[CH2:26][CH2:27][C@H:28]2[C:33]([NH:35][NH:36][C:13](=[O:15])[CH2:12][C:9]1([NH:8][C:6](=[O:7])[O:5][C:1]([CH3:2])([CH3:3])[CH3:4])[CH2:10][CH2:11]1)=[O:34])[C:17]1[CH:22]=[CH:21][CH:20]=[CH:19][CH:18]=1. The yield is 0.700. (7) The reactants are [CH:1]([C:4]1[CH:9]=[CH:8][C:7]([CH3:10])=[CH:6][C:5]=1[NH:11][C:12]([NH:14][C:15]([NH:17][CH2:18][CH2:19][CH2:20][C:21]1[CH:26]=[CH:25][C:24]([C:27]2[N:31]=[CH:30][N:29]([C:32]3[CH:37]=[CH:36][C:35]([O:38][C:39]([F:42])([F:41])[F:40])=[CH:34][CH:33]=3)[N:28]=2)=[CH:23][CH:22]=1)=[O:16])=[S:13])([CH3:3])[CH3:2].[C:43]([O-])(=[O:45])[CH3:44].[Na+].C(O)C.BrCC(OC)=O. The catalyst is ClCCl. The product is [CH:1]([C:4]1[CH:9]=[CH:8][C:7]([CH3:10])=[CH:6][C:5]=1[N:11]1[C:43](=[O:45])[CH2:44][S:13]/[C:12]/1=[N:14]\[C:15]([NH:17][CH2:18][CH2:19][CH2:20][C:21]1[CH:26]=[CH:25][C:24]([C:27]2[N:31]=[CH:30][N:29]([C:32]3[CH:37]=[CH:36][C:35]([O:38][C:39]([F:41])([F:42])[F:40])=[CH:34][CH:33]=3)[N:28]=2)=[CH:23][CH:22]=1)=[O:16])([CH3:3])[CH3:2]. The yield is 0.680. (8) The reactants are [F:1][C:2]1[CH:7]=[CH:6][C:5]([NH:8][C:9]([C:11]2([C:14]([NH:16][C:17]3[CH:22]=[CH:21][C:20]([O:23][C:24]4[C:33]5[C:28](=[CH:29][C:30]([OH:36])=[C:31]([O:34][CH3:35])[CH:32]=5)[N:27]=[CH:26][N:25]=4)=[C:19]([F:37])[CH:18]=3)=[O:15])[CH2:13][CH2:12]2)=[O:10])=[CH:4][CH:3]=1.O[CH2:39][CH2:40][CH2:41][N:42]1[CH2:47][CH2:46][O:45][CH2:44][CH2:43]1.C1(P(C2C=CC=CC=2)C2C=CC=CC=2)C=CC=CC=1.N(C(OC(C)C)=O)=NC(OC(C)C)=O. The catalyst is ClCCl. The product is [F:37][C:19]1[CH:18]=[C:17]([NH:16][C:14]([C:11]2([C:9]([NH:8][C:5]3[CH:4]=[CH:3][C:2]([F:1])=[CH:7][CH:6]=3)=[O:10])[CH2:13][CH2:12]2)=[O:15])[CH:22]=[CH:21][C:20]=1[O:23][C:24]1[C:33]2[C:28](=[CH:29][C:30]([O:36][CH2:39][CH2:40][CH2:41][N:42]3[CH2:47][CH2:46][O:45][CH2:44][CH2:43]3)=[C:31]([O:34][CH3:35])[CH:32]=2)[N:27]=[CH:26][N:25]=1. The yield is 0.470. (9) The reactants are [CH:1]1([Mg]Br)[CH2:5][CH2:4][CH2:3][CH2:2]1.[C:8]1(=[O:14])[CH2:13][CH2:12][CH2:11][CH:10]=[CH:9]1. No catalyst specified. The product is [CH:1]1([C:8]2([OH:14])[CH2:13][CH2:12][CH2:11][CH:10]=[CH:9]2)[CH2:5][CH2:4][CH2:3][CH2:2]1. The yield is 0.930.